From a dataset of Reaction yield outcomes from USPTO patents with 853,638 reactions. Predict the reaction yield, written as a fraction of the theoretical maximum amount of product (1.0 means a 100% yield; for example, 0.34 means a 34% yield). (1) The reactants are [I-].[CH3:2][S+](C)(C)=O.[H-].[Na+].[NH:9]1[C:17]2[C:12](=[CH:13][C:14](/[CH:18]=[C:19]3/[C:20](=[O:28])[NH:21][C:22]4[C:27]/3=[CH:26][CH:25]=[CH:24][CH:23]=4)=[CH:15][CH:16]=2)[CH:11]=[N:10]1. The catalyst is CN(C=O)C. The product is [NH:9]1[C:17]2[C:12](=[CH:13][C:14]([C@H:18]3[C@@:19]4([C:27]5[C:22](=[CH:23][CH:24]=[CH:25][CH:26]=5)[NH:21][C:20]4=[O:28])[CH2:2]3)=[CH:15][CH:16]=2)[CH:11]=[N:10]1. The yield is 0.180. (2) The reactants are [CH3:1][O:2][C:3]1[CH:8]=[CH:7][C:6]([C:9]2[CH:17]=[CH:16][CH:15]=[C:14]3[C:10]=2[CH2:11][CH2:12][C:13]3=[O:18])=[C:5]([N+:19]([O-])=O)[CH:4]=1.C1(P(C2C=CC=CC=2)C2C=CC=CC=2)C=CC=CC=1.C(OCC)C. The catalyst is ClC1C=CC=CC=1Cl. The product is [CH3:1][O:2][C:3]1[CH:8]=[CH:7][C:6]2[C:9]3[C:10]4[CH2:11][CH2:12][C:13](=[O:18])[C:14]=4[CH:15]=[CH:16][C:17]=3[NH:19][C:5]=2[CH:4]=1. The yield is 0.460. (3) The reactants are [CH3:1][O:2][C:3]1[CH:8]=[CH:7][CH:6]=[CH:5][C:4]=1[C:9]1[C:13]([C:14]([OH:16])=O)=[C:12]([CH3:17])[O:11][N:10]=1.[Cl:18][C:19]1[CH:25]=[C:24]([Cl:26])[C:23]([N:27]2[CH2:32][CH2:31][NH:30][CH2:29][CH2:28]2)=[CH:22][C:20]=1[NH2:21].C(O)(C(F)(F)F)=O.C(Cl)CCl. The catalyst is CN(C1C=CN=CC=1)C.C(Cl)Cl. The product is [NH2:21][C:20]1[C:19]([Cl:18])=[CH:25][C:24]([Cl:26])=[C:23]([N:27]2[CH2:28][CH2:29][N:30]([C:14]([C:13]3[C:9]([C:4]4[CH:5]=[CH:6][CH:7]=[CH:8][C:3]=4[O:2][CH3:1])=[N:10][O:11][C:12]=3[CH3:17])=[O:16])[CH2:31][CH2:32]2)[CH:22]=1. The yield is 0.900. (4) The yield is 0.880. The catalyst is CO.O. The product is [CH3:11][O:10][C:5]1[N:6]=[CH:7][CH:8]=[CH:9][C:4]=1[C:3]([OH:12])=[O:2]. The reactants are C[O:2][C:3](=[O:12])[C:4]1[CH:9]=[CH:8][CH:7]=[N:6][C:5]=1[O:10][CH3:11].[OH-].[Na+].Cl. (5) The reactants are Br[C:2]1[CH:7]=[CH:6][C:5]([C:8]([CH3:12])([CH3:11])[CH2:9][OH:10])=[CH:4][CH:3]=1.[CH3:13][C:14]1([CH3:28])[CH2:19][O:18][B:17]([B:17]2[O:18][CH2:19][C:14]([CH3:28])([CH3:13])[CH2:15][O:16]2)[O:16][CH2:15]1.CC([O-])=O.[K+]. The catalyst is C1COCC1.C1C=CC(P(C2C=CC=CC=2)[C-]2C=CC=C2)=CC=1.C1C=CC(P(C2C=CC=CC=2)[C-]2C=CC=C2)=CC=1.Cl[Pd]Cl.[Fe+2]. The product is [CH3:13][C:14]1([CH3:28])[CH2:19][O:18][B:17]([C:2]2[CH:7]=[CH:6][C:5]([C:8]([CH3:12])([CH3:11])[CH2:9][OH:10])=[CH:4][CH:3]=2)[O:16][CH2:15]1. The yield is 0.420. (6) The reactants are [C:1]([OH:5])(=O)[CH2:2][OH:3].[Cl:6][C:7]1[CH:12]=[C:11]([NH:13][C:14]2[C:23]3[C:18](=[CH:19][CH:20]=[CH:21][C:22]=3[O:24][CH2:25][C@H:26]3[CH2:31][CH2:30][CH2:29][CH2:28][NH:27]3)[N:17]=[CH:16][N:15]=2)[CH:10]=[CH:9][C:8]=1[OH:32]. No catalyst specified. The product is [Cl:6][C:7]1[CH:12]=[C:11]([NH:13][C:14]2[C:23]3[C:18](=[CH:19][CH:20]=[CH:21][C:22]=3[O:24][CH2:25][C@H:26]3[CH2:31][CH2:30][CH2:29][CH2:28][N:27]3[C:1](=[O:5])[CH2:2][OH:3])[N:17]=[CH:16][N:15]=2)[CH:10]=[CH:9][C:8]=1[OH:32]. The yield is 0.730. (7) The reactants are [NH2:1][C@H:2]([C@@H:6]([OH:11])[C:7]([CH3:10])([CH3:9])[CH3:8])[C:3]([OH:5])=[O:4].[C:12]([O-:15])(O)=[O:13].[Na+].[C:17]1([CH2:23][CH2:24][CH2:25][CH2:26][CH2:27]C2C(=O)N(C([O-])=O)C=CC=2)[CH:22]=[CH:21][CH:20]=[CH:19][CH:18]=1. The catalyst is O.C1COCC1. The product is [OH:11][C@@H:6]([C:7]([CH3:8])([CH3:10])[CH3:9])[C@@H:2]([NH:1][C:12]([O:15][CH2:27][CH2:26][CH2:25][CH2:24][CH2:23][C:17]1[CH:22]=[CH:21][CH:20]=[CH:19][CH:18]=1)=[O:13])[C:3]([OH:5])=[O:4]. The yield is 0.700. (8) The reactants are [F:1][C:2]1[CH:3]=[C:4]([OH:11])[CH:5]=[CH:6][C:7]=1[N+:8]([O-])=O. The catalyst is C(OCC)(=O)C. The product is [NH2:8][C:7]1[CH:6]=[CH:5][C:4]([OH:11])=[CH:3][C:2]=1[F:1]. The yield is 0.970.